This data is from Reaction yield outcomes from USPTO patents with 853,638 reactions. The task is: Predict the reaction yield, written as a fraction of the theoretical maximum amount of product (1.0 means a 100% yield; for example, 0.34 means a 34% yield). (1) The reactants are [F:1][C:2]1[CH:7]=[C:6]([F:8])[CH:5]=[CH:4][C:3]=1I.[NH2:10][C:11]1[C:37]([Br:38])=[CH:36][C:14]2[C:15]([C:31]([O:33][CH2:34][CH3:35])=[O:32])=[C:16]([Sn](CCCC)(CCCC)CCCC)[O:17][C:13]=2[CH:12]=1. The catalyst is C1(C)C=CC=CC=1.C1C=CC([P]([Pd]([P](C2C=CC=CC=2)(C2C=CC=CC=2)C2C=CC=CC=2)([P](C2C=CC=CC=2)(C2C=CC=CC=2)C2C=CC=CC=2)[P](C2C=CC=CC=2)(C2C=CC=CC=2)C2C=CC=CC=2)(C2C=CC=CC=2)C2C=CC=CC=2)=CC=1. The product is [NH2:10][C:11]1[C:37]([Br:38])=[CH:36][C:14]2[C:15]([C:31]([O:33][CH2:34][CH3:35])=[O:32])=[C:16]([C:3]3[CH:4]=[CH:5][C:6]([F:8])=[CH:7][C:2]=3[F:1])[O:17][C:13]=2[CH:12]=1. The yield is 0.0900. (2) The reactants are CCN=C=NCCCN(C)C.[CH3:12][N:13]1[C:21]2[C:16](=[CH:17][CH:18]=[CH:19][CH:20]=2)[CH:15]=[C:14]1[C:22]([OH:24])=O.Cl.[CH3:26][O:27][C:28](=[O:31])[CH2:29][NH2:30].CCOCC. The catalyst is CN(C1C=CN=CC=1)C.C(Cl)Cl.CN(C=O)C. The product is [CH3:12][N:13]1[C:21]2[C:16](=[CH:17][CH:18]=[CH:19][CH:20]=2)[CH:15]=[C:14]1[C:22]([NH:30][CH2:29][C:28]([O:27][CH3:26])=[O:31])=[O:24]. The yield is 0.700. (3) The product is [CH2:35]([N:19]([CH2:17][CH3:18])[CH2:20][CH2:21][CH2:22][NH:23][C:24]([C:26]1[C:30]([CH3:31])=[C:29]([CH:32]=[C:11]2[C:10]3[C:14](=[CH:15][C:7]([C:1]4[CH:2]=[CH:3][CH:4]=[CH:5][CH:6]=4)=[CH:8][CH:9]=3)[NH:13][C:12]2=[O:16])[NH:28][C:27]=1[CH3:34])=[O:25])[CH3:36]. No catalyst specified. The yield is 0.570. The reactants are [C:1]1([C:7]2[CH:15]=[C:14]3[C:10]([CH2:11][C:12](=[O:16])[NH:13]3)=[CH:9][CH:8]=2)[CH:6]=[CH:5][CH:4]=[CH:3][CH:2]=1.[CH2:17]([N:19]([CH2:35][CH3:36])[CH2:20][CH2:21][CH2:22][NH:23][C:24]([C:26]1[C:30]([CH3:31])=[C:29]([CH:32]=O)[NH:28][C:27]=1[CH3:34])=[O:25])[CH3:18].